This data is from Forward reaction prediction with 1.9M reactions from USPTO patents (1976-2016). The task is: Predict the product of the given reaction. (1) The product is: [C:35]([O:39][C:40]([N:42]1[CH2:47][CH2:46][C:45](=[CH:2][O:3][CH3:4])[CH2:44][CH2:43]1)=[O:41])([CH3:38])([CH3:37])[CH3:36]. Given the reactants [Cl-].[CH3:2][O:3][CH2:4][P+](C1C=CC=CC=1)(C1C=CC=CC=1)C1C=CC=CC=1.C([Li])CCC.CCCCCC.[C:35]([O:39][C:40]([N:42]1[CH2:47][CH2:46][C:45](=O)[CH2:44][CH2:43]1)=[O:41])([CH3:38])([CH3:37])[CH3:36], predict the reaction product. (2) Given the reactants [OH:1][C:2]1[C:10]2[CH:9]=[C:8]([C:11]3[O:15][N:14]=[C:13]([CH3:16])[N:12]=3)[O:7][C:6]=2[CH:5]=[CH:4][CH:3]=1.S(C1C=CC([N+]([O-])=O)=CC=1)(O[CH2:21][C@H:22]1[O:24][CH2:23]1)(=O)=O, predict the reaction product. The product is: [CH2:21]([O:1][C:2]1[C:10]2[CH:9]=[C:8]([C:11]3[O:15][N:14]=[C:13]([CH3:16])[N:12]=3)[O:7][C:6]=2[CH:5]=[CH:4][CH:3]=1)[C@H:22]1[O:24][CH2:23]1. (3) Given the reactants [CH3:1][N:2]1[C:6]([CH3:7])=[CH:5][C:4]([CH2:8][N:9]2[C:17]3[C:12](=[C:13]([N+:18]([O-:20])=[O:19])[CH:14]=[CH:15][CH:16]=3)[C:11](I)=[N:10]2)=[N:3]1.B(O)(O)O.F[C:27]([K])=[C:28](F)F.C(N(CC)CC)C, predict the reaction product. The product is: [CH3:1][N:2]1[C:6]([CH3:7])=[CH:5][C:4]([CH2:8][N:9]2[C:17]3[C:12](=[C:13]([N+:18]([O-:20])=[O:19])[CH:14]=[CH:15][CH:16]=3)[C:11]([CH:27]=[CH2:28])=[N:10]2)=[N:3]1. (4) Given the reactants C(O)(C)C.N12CCCNC1CCCC=C2.[CH3:16][C:17]1([CH3:29])[C:21]([CH3:23])([CH3:22])[O:20][B:19]([C:24]2[CH:25]=[N:26][NH:27][CH:28]=2)[O:18]1.[C:30]([CH:32]=[C:33]1[CH2:36][N:35]([C:37]([O:39][C:40]([CH3:43])([CH3:42])[CH3:41])=[O:38])[CH2:34]1)#[N:31], predict the reaction product. The product is: [C:30]([CH2:32][C:33]1([N:27]2[CH:28]=[C:24]([B:19]3[O:20][C:21]([CH3:22])([CH3:23])[C:17]([CH3:29])([CH3:16])[O:18]3)[CH:25]=[N:26]2)[CH2:36][N:35]([C:37]([O:39][C:40]([CH3:43])([CH3:42])[CH3:41])=[O:38])[CH2:34]1)#[N:31]. (5) The product is: [C:14]([O:13][C:11](=[O:12])[CH2:10][C:5]1[CH:6]=[CH:7][C:8]([O:18][C:19]2[CH:20]=[CH:21][C:22]([C:23]([O:25][CH3:26])=[O:24])=[CH:27][CH:28]=2)=[C:3]([C:1]#[N:2])[CH:4]=1)([CH3:17])([CH3:16])[CH3:15]. Given the reactants [C:1]([C:3]1[CH:4]=[C:5]([CH2:10][C:11]([O:13][C:14]([CH3:17])([CH3:16])[CH3:15])=[O:12])[CH:6]=[CH:7][C:8]=1F)#[N:2].[OH:18][C:19]1[CH:28]=[CH:27][C:22]([C:23]([O:25][CH3:26])=[O:24])=[CH:21][CH:20]=1.C(=O)([O-])[O-].[K+].[K+], predict the reaction product.